From a dataset of Full USPTO retrosynthesis dataset with 1.9M reactions from patents (1976-2016). Predict the reactants needed to synthesize the given product. (1) The reactants are: [NH2:1][C:2]1[CH:11]=[C:10]([Cl:12])[CH:9]=[CH:8][C:3]=1[C:4]([O:6][CH3:7])=[O:5].[Cl:13][C:14]1[S:18][C:17]([C:19](Cl)=[O:20])=[CH:16][CH:15]=1. Given the product [Cl:12][C:10]1[CH:9]=[CH:8][C:3]([C:4]([O:6][CH3:7])=[O:5])=[C:2]([NH:1][C:19]([C:17]2[S:18][C:14]([Cl:13])=[CH:15][CH:16]=2)=[O:20])[CH:11]=1, predict the reactants needed to synthesize it. (2) Given the product [Cl:1][C:2]1[CH:7]=[C:6]([Cl:8])[C:5]([O:9][CH3:10])=[CH:4][C:3]=1[NH:11][C:12]1[C:21]2[C:16](=[CH:17][C:18]([O:37][CH2:36][CH2:35][N:32]3[CH2:33][CH2:34][N:29]([CH3:28])[CH2:30][CH2:31]3)=[C:19]([O:22][CH2:23][CH3:24])[CH:20]=2)[N:15]=[CH:14][C:13]=1[C:26]#[N:27], predict the reactants needed to synthesize it. The reactants are: [Cl:1][C:2]1[CH:7]=[C:6]([Cl:8])[C:5]([O:9][CH3:10])=[CH:4][C:3]=1[NH:11][C:12]1[C:21]2[C:16](=[CH:17][C:18](F)=[C:19]([O:22][CH2:23][CH3:24])[CH:20]=2)[N:15]=[CH:14][C:13]=1[C:26]#[N:27].[CH3:28][N:29]1[CH2:34][CH2:33][N:32]([CH2:35][CH2:36][OH:37])[CH2:31][CH2:30]1.[H-].[Na+].O. (3) Given the product [NH2:19][C:13]1[C:12]2[C:16](=[CH:17][CH:18]=[C:10]([C:7]3[O:6][C:5]([NH:4][CH:1]([CH3:3])[CH3:2])=[N:9][N:8]=3)[CH:11]=2)[NH:15][CH:14]=1, predict the reactants needed to synthesize it. The reactants are: [CH:1]([NH:4][C:5]1[O:6][C:7]([C:10]2[CH:11]=[C:12]3[C:16](=[CH:17][CH:18]=2)[NH:15][CH:14]=[C:13]3[N+:19]([O-])=O)=[N:8][N:9]=1)([CH3:3])[CH3:2].NN. (4) Given the product [O:12]=[C:6]1[C:5]2[C:10](=[CH:11][C:2]([C:13]#[N:14])=[CH:3][CH:4]=2)[CH2:9][S:8][CH2:7]1, predict the reactants needed to synthesize it. The reactants are: I[C:2]1[CH:11]=[C:10]2[C:5]([C:6](=[O:12])[CH2:7][S:8][CH2:9]2)=[CH:4][CH:3]=1.[CH3:13][N:14](C=O)C. (5) Given the product [C:7]([C:6]1[CH:13]=[CH:14][C:3]([C:1]#[N:2])=[CH:4][C:5]=1[F:15])(=[O:8])[CH3:16], predict the reactants needed to synthesize it. The reactants are: [C:1]([C:3]1[CH:14]=[CH:13][C:6]([C:7](N(OC)C)=[O:8])=[C:5]([F:15])[CH:4]=1)#[N:2].[CH3:16][Mg]Br.O1CCCC1.O.C(O)(=O)CC(CC(O)=O)(C(O)=O)O. (6) Given the product [CH:1]1([C:4]2[CH:9]=[CH:8][C:7]([C:10]3[CH:14]=[C:13]([CH:15]([N:20]4[CH:29]=[C:51]5[N:52]=[C:48]([C:42]6[CH:43]=[CH:44][CH:45]=[C:46]([F:47])[C:41]=6[F:40])[N:49]=[C:50]5[CH:22]=[N:21]4)[C:16]([O:18][CH3:19])=[O:17])[O:12][N:11]=3)=[C:6]([C:36]([F:37])([F:38])[F:39])[CH:5]=2)[CH2:2][CH2:3]1, predict the reactants needed to synthesize it. The reactants are: [CH:1]1([C:4]2[CH:9]=[CH:8][C:7]([C:10]3[CH:14]=[C:13]([CH:15]([N:20]([C:29](OC(C)(C)C)=O)[NH:21][C:22](OC(C)(C)C)=O)[C:16]([O:18][CH3:19])=[O:17])[O:12][N:11]=3)=[C:6]([C:36]([F:39])([F:38])[F:37])[CH:5]=2)[CH2:3][CH2:2]1.[F:40][C:41]1[C:46]([F:47])=[CH:45][CH:44]=[CH:43][C:42]=1[C:48]1[NH:49][C:50](C=O)=[C:51](C=O)[N:52]=1.CCOC(C)=O.Br.